Dataset: Reaction yield outcomes from USPTO patents with 853,638 reactions. Task: Predict the reaction yield, written as a fraction of the theoretical maximum amount of product (1.0 means a 100% yield; for example, 0.34 means a 34% yield). (1) The reactants are [Br:1][C:2]1[N:7]=[C:6]([CH2:8]O)[CH:5]=[CH:4][CH:3]=1.CCN(S(F)(F)[F:16])CC. The catalyst is C(Cl)Cl. The product is [Br:1][C:2]1[CH:3]=[CH:4][CH:5]=[C:6]([CH2:8][F:16])[N:7]=1. The yield is 0.890. (2) The reactants are [CH3:1][C:2]([CH3:34])([CH3:33])[C@H:3]([NH:8][C:9]([C:11]1[N:12]=[C:13]([C:27]2[CH:32]=[CH:31][CH:30]=[CH:29][CH:28]=2)[N:14]2[CH2:19][CH2:18][N:17](C(OC(C)(C)C)=O)[CH2:16][C:15]=12)=[O:10])[C:4]([NH:6][CH3:7])=[O:5].C(O)(C(F)(F)F)=O. The catalyst is C(Cl)Cl. The product is [CH3:1][C:2]([CH3:34])([CH3:33])[C@H:3]([NH:8][C:9]([C:11]1[N:12]=[C:13]([C:27]2[CH:28]=[CH:29][CH:30]=[CH:31][CH:32]=2)[N:14]2[CH2:19][CH2:18][NH:17][CH2:16][C:15]=12)=[O:10])[C:4]([NH:6][CH3:7])=[O:5]. The yield is 0.850. (3) The reactants are I[C:2]1[N:7]=[C:6]([C:8]2[CH:13]=[CH:12][C:11]([C:14]([F:17])([F:16])[F:15])=[CH:10][CH:9]=2)[CH:5]=[CH:4][N:3]=1.[CH3:18][N:19]1[CH2:23][CH2:22][C@@:21]([NH:27][C:28](=[O:34])[O:29][C:30]([CH3:33])([CH3:32])[CH3:31])([CH2:24][C:25]#[CH:26])[C:20]1=[O:35].N(CC)CC. The catalyst is C1COCC1.CCOC(C)=O.O.[Cu](I)I. The product is [CH3:18][N:19]1[CH2:23][CH2:22][C@@:21]([NH:27][C:28](=[O:34])[O:29][C:30]([CH3:31])([CH3:33])[CH3:32])([CH2:24][C:25]#[C:26][C:2]2[N:7]=[C:6]([C:8]3[CH:13]=[CH:12][C:11]([C:14]([F:17])([F:16])[F:15])=[CH:10][CH:9]=3)[CH:5]=[CH:4][N:3]=2)[C:20]1=[O:35]. The yield is 0.873. (4) The reactants are [Br:1][C:2]1[CH:9]=[C:8]([O:10][CH:11]2[CH2:16][CH2:15][CH2:14][CH2:13][O:12]2)[CH:7]=[C:6]([OH:17])[C:3]=1[CH:4]=[O:5].C([O-])([O-])=O.[K+].[K+].Br[CH2:25][C:26]1[CH:31]=[CH:30][CH:29]=[CH:28][CH:27]=1. The catalyst is CN(C=O)C. The product is [CH2:25]([O:17][C:6]1[CH:7]=[C:8]([O:10][CH:11]2[CH2:16][CH2:15][CH2:14][CH2:13][O:12]2)[CH:9]=[C:2]([Br:1])[C:3]=1[CH:4]=[O:5])[C:26]1[CH:31]=[CH:30][CH:29]=[CH:28][CH:27]=1. The yield is 0.830. (5) The reactants are [CH3:1][N:2]1[C:10]2[CH:9]=[C:8]([N:11]3[CH:16]=[CH:15][C:14]([C:17]4[CH:22]=[CH:21][C:20]([C:23]([F:26])([F:25])[F:24])=[CH:19][CH:18]=4)=[CH:13][C:12]3=[O:27])[CH:7]=[CH:6][C:5]=2[C:4]2[CH2:28][N:29](C(OC(C)(C)C)=O)[CH2:30][CH2:31][C:3]1=2.[ClH:39]. The catalyst is CO.CCOCC. The product is [ClH:39].[ClH:39].[CH3:1][N:2]1[C:10]2[CH:9]=[C:8]([N:11]3[CH:16]=[CH:15][C:14]([C:17]4[CH:18]=[CH:19][C:20]([C:23]([F:24])([F:26])[F:25])=[CH:21][CH:22]=4)=[CH:13][C:12]3=[O:27])[CH:7]=[CH:6][C:5]=2[C:4]2[CH2:28][NH:29][CH2:30][CH2:31][C:3]1=2. The yield is 0.500. (6) The reactants are Cl[C:2]1[CH:3]=[C:4]([NH:11][C:12]2[CH:17]=[CH:16][CH:15]=[C:14]([N:18]3[CH2:22][CH2:21][CH2:20][CH:19]3[CH3:23])[N:13]=2)[C:5]2[N:6]([CH:8]=[CH:9][N:10]=2)[N:7]=1.[CH3:24][O:25][C:26]1[CH:27]=[C:28](B(O)O)[CH:29]=[CH:30][C:31]=1[O:32][CH3:33].CC(C1C=C(C(C)C)C(C2C=CC=CC=2P(C2CCCCC2)C2CCCCC2)=C(C(C)C)C=1)C.C([O-])([O-])=O.[Na+].[Na+]. The catalyst is O1CCOCC1.O.C1C=CC(/C=C/C(/C=C/C2C=CC=CC=2)=O)=CC=1.C1C=CC(/C=C/C(/C=C/C2C=CC=CC=2)=O)=CC=1.C1C=CC(/C=C/C(/C=C/C2C=CC=CC=2)=O)=CC=1.[Pd].[Pd]. The product is [CH3:24][O:25][C:26]1[CH:27]=[C:28]([C:2]2[CH:3]=[C:4]([NH:11][C:12]3[CH:17]=[CH:16][CH:15]=[C:14]([N:18]4[CH2:22][CH2:21][CH2:20][CH:19]4[CH3:23])[N:13]=3)[C:5]3[N:6]([CH:8]=[CH:9][N:10]=3)[N:7]=2)[CH:29]=[CH:30][C:31]=1[O:32][CH3:33]. The yield is 0.140. (7) The reactants are [Br:1][C:2]1[CH:7]=[CH:6][C:5]([C:8](=[O:10])[CH3:9])=[CH:4][CH:3]=1.[O:11]1[CH:15]=[CH:14][CH:13]=[C:12]1[CH:16]=O.CO[Na].Cl. The product is [Br:1][C:2]1[CH:7]=[CH:6][C:5]([C:8](=[O:10])[CH:9]=[CH:16][C:12]2[O:11][CH:15]=[CH:14][CH:13]=2)=[CH:4][CH:3]=1. The yield is 0.650. The catalyst is CO.